This data is from Peptide-MHC class II binding affinity with 134,281 pairs from IEDB. The task is: Regression. Given a peptide amino acid sequence and an MHC pseudo amino acid sequence, predict their binding affinity value. This is MHC class II binding data. (1) The peptide sequence is FCVKVLAPYMPDVLE. The MHC is HLA-DQA10601-DQB10402 with pseudo-sequence HLA-DQA10601-DQB10402. The binding affinity (normalized) is 0. (2) The peptide sequence is PAHVSTIGVCTMTDI. The MHC is DRB1_0101 with pseudo-sequence DRB1_0101. The binding affinity (normalized) is 0.542. (3) The peptide sequence is DKVYEILKINSVKYY. The MHC is HLA-DQA10101-DQB10501 with pseudo-sequence HLA-DQA10101-DQB10501. The binding affinity (normalized) is 0.235. (4) The peptide sequence is SQDLELSWNANGLQAY. The MHC is HLA-DQA10101-DQB10501 with pseudo-sequence HLA-DQA10101-DQB10501. The binding affinity (normalized) is 0.453. (5) The peptide sequence is VVAVDIKEKGKDKWI. The MHC is HLA-DPA10103-DPB10301 with pseudo-sequence HLA-DPA10103-DPB10301. The binding affinity (normalized) is 0. (6) The peptide sequence is VAIDRPAEVRKVCYN. The MHC is HLA-DQA10201-DQB10303 with pseudo-sequence HLA-DQA10201-DQB10303. The binding affinity (normalized) is 0.269. (7) The peptide sequence is AFKVAATAAFAAPAN. The MHC is HLA-DPA10201-DPB11401 with pseudo-sequence HLA-DPA10201-DPB11401. The binding affinity (normalized) is 0.867.